From a dataset of CYP1A2 inhibition data for predicting drug metabolism from PubChem BioAssay. Regression/Classification. Given a drug SMILES string, predict its absorption, distribution, metabolism, or excretion properties. Task type varies by dataset: regression for continuous measurements (e.g., permeability, clearance, half-life) or binary classification for categorical outcomes (e.g., BBB penetration, CYP inhibition). Dataset: cyp1a2_veith. (1) The molecule is Cc1cc(NC(=O)CCCC(=O)OCC(F)(F)C(F)F)cc(C)c1C(=O)O. The result is 0 (non-inhibitor). (2) The molecule is Cc1cccc(CNc2ncnc3ccc(-c4c(C)noc4C)cc23)c1. The result is 1 (inhibitor). (3) The compound is CCN(CC)c1ccc(/C=C/c2nc3ccccc3s2)cc1. The result is 1 (inhibitor). (4) The drug is CCNc1ncc2nc(C)c(=O)n(C3CC3)c2n1. The result is 1 (inhibitor).